This data is from NCI-60 drug combinations with 297,098 pairs across 59 cell lines. The task is: Regression. Given two drug SMILES strings and cell line genomic features, predict the synergy score measuring deviation from expected non-interaction effect. (1) Drug 1: C1CN1P(=S)(N2CC2)N3CC3. Drug 2: CCN(CC)CCNC(=O)C1=C(NC(=C1C)C=C2C3=C(C=CC(=C3)F)NC2=O)C. Cell line: EKVX. Synergy scores: CSS=2.57, Synergy_ZIP=-5.00, Synergy_Bliss=-4.76, Synergy_Loewe=-3.83, Synergy_HSA=-2.73. (2) Drug 1: COC1=CC(=CC(=C1O)OC)C2C3C(COC3=O)C(C4=CC5=C(C=C24)OCO5)OC6C(C(C7C(O6)COC(O7)C8=CC=CS8)O)O. Drug 2: C1C(C(OC1N2C=NC(=NC2=O)N)CO)O. Cell line: 786-0. Synergy scores: CSS=42.5, Synergy_ZIP=9.12, Synergy_Bliss=8.45, Synergy_Loewe=-2.01, Synergy_HSA=9.76. (3) Drug 1: C1CCC(C1)C(CC#N)N2C=C(C=N2)C3=C4C=CNC4=NC=N3. Drug 2: CC12CCC3C(C1CCC2O)C(CC4=C3C=CC(=C4)O)CCCCCCCCCS(=O)CCCC(C(F)(F)F)(F)F. Cell line: RXF 393. Synergy scores: CSS=6.84, Synergy_ZIP=-3.10, Synergy_Bliss=-2.09, Synergy_Loewe=-1.75, Synergy_HSA=-1.69. (4) Drug 1: CCN(CC)CCCC(C)NC1=C2C=C(C=CC2=NC3=C1C=CC(=C3)Cl)OC. Drug 2: N.N.Cl[Pt+2]Cl. Cell line: MDA-MB-435. Synergy scores: CSS=41.6, Synergy_ZIP=-7.27, Synergy_Bliss=-1.69, Synergy_Loewe=0.992, Synergy_HSA=2.97. (5) Drug 1: CC1=CC2C(CCC3(C2CCC3(C(=O)C)OC(=O)C)C)C4(C1=CC(=O)CC4)C. Drug 2: CC1C(C(CC(O1)OC2CC(CC3=C2C(=C4C(=C3O)C(=O)C5=CC=CC=C5C4=O)O)(C(=O)C)O)N)O. Cell line: U251. Synergy scores: CSS=39.4, Synergy_ZIP=-0.465, Synergy_Bliss=-1.06, Synergy_Loewe=-26.9, Synergy_HSA=0.515.